From a dataset of Forward reaction prediction with 1.9M reactions from USPTO patents (1976-2016). Predict the product of the given reaction. The product is: [Cl:25][C:23]1[CH:22]=[CH:21][CH:20]=[CH:19][C:33]=1[CH:32]([C:10]1[CH2:14][C:13]([C:19]2[CH:24]=[C:23]([Cl:25])[CH:22]=[C:21]([Cl:26])[CH:20]=2)([C:15]([F:16])([F:18])[F:17])[O:12][N:11]=1)[NH:29][C:38](=[O:39])[CH2:37][CH2:36][C:35]([F:42])([F:41])[F:34]. Given the reactants ClC1C=CC([C:10]2[CH2:14][C:13]([C:19]3[CH:24]=[C:23]([Cl:25])[CH:22]=[C:21]([Cl:26])[CH:20]=3)([C:15]([F:18])([F:17])[F:16])[O:12][N:11]=2)=CC=1CN.C([N:29]([CH2:32][CH3:33])CC)C.[F:34][C:35]([F:42])([F:41])[CH2:36][CH2:37][C:38](Cl)=[O:39].C(=O)([O-])O.[Na+], predict the reaction product.